This data is from TCR-epitope binding with 47,182 pairs between 192 epitopes and 23,139 TCRs. The task is: Binary Classification. Given a T-cell receptor sequence (or CDR3 region) and an epitope sequence, predict whether binding occurs between them. (1) The epitope is PROT_97E67BCC. The TCR CDR3 sequence is CASSRLASGTDTQYF. Result: 1 (the TCR binds to the epitope). (2) The epitope is ARMILMTHF. The TCR CDR3 sequence is CASDSGVFSYEQYF. Result: 0 (the TCR does not bind to the epitope). (3) The TCR CDR3 sequence is CASSPPGGGYTF. The epitope is LQPFPQPELPYPQPQ. Result: 0 (the TCR does not bind to the epitope). (4) The epitope is LLWNGPMAV. The TCR CDR3 sequence is CASSLEVGSGADTQYF. Result: 0 (the TCR does not bind to the epitope). (5) The epitope is FLLNKEMYL. The TCR CDR3 sequence is CASRDGGRIDETQYF. Result: 0 (the TCR does not bind to the epitope). (6) The epitope is TFYLTNDVSFL. The TCR CDR3 sequence is CSVRSDSSYNEQFF. Result: 0 (the TCR does not bind to the epitope). (7) The epitope is LLMPILTLT. The TCR CDR3 sequence is CATSRVSGANVLTF. Result: 0 (the TCR does not bind to the epitope). (8) The epitope is RPRGEVRFL. The TCR CDR3 sequence is CASSLSGRQGLREQYF. Result: 0 (the TCR does not bind to the epitope).